From a dataset of Forward reaction prediction with 1.9M reactions from USPTO patents (1976-2016). Predict the product of the given reaction. (1) Given the reactants [N:1]1([C:7](Cl)=[O:8])[CH2:6][CH2:5][O:4][CH2:3][CH2:2]1.[NH2:10][CH2:11][CH2:12][CH2:13][CH2:14][N:15]1[C:23]2[C:22]([CH3:24])=[C:21]([CH3:25])[N:20]=[C:19]([NH2:26])[C:18]=2[N:17]=[CH:16]1.[OH-].[Na+].[Cl-].[Na+], predict the reaction product. The product is: [NH2:26][C:19]1[C:18]2[N:17]=[CH:16][N:15]([CH2:14][CH2:13][CH2:12][CH2:11][NH:10][C:7]([N:1]3[CH2:6][CH2:5][O:4][CH2:3][CH2:2]3)=[O:8])[C:23]=2[C:22]([CH3:24])=[C:21]([CH3:25])[N:20]=1. (2) The product is: [F:7][C:8]([F:14])([F:13])[S:9]([O-:12])(=[O:11])=[O:10].[CH2:1]([NH+:3]([CH2:5][CH3:6])[CH3:4])[CH3:2]. Given the reactants [CH2:1]([N:3]([CH2:5][CH3:6])[CH3:4])[CH3:2].[F:7][C:8]([F:14])([F:13])[S:9]([OH:12])(=[O:11])=[O:10], predict the reaction product. (3) Given the reactants [OH-].[Na+].[CH2:3]([O:10][C:11]1[C:12]([C:18]([O:20]C)=[O:19])=[N:13][CH:14]=[N:15][C:16]=1[OH:17])[C:4]1[CH:9]=[CH:8][CH:7]=[CH:6][CH:5]=1.Cl, predict the reaction product. The product is: [CH2:3]([O:10][C:11]1[C:12]([C:18]([OH:20])=[O:19])=[N:13][CH:14]=[N:15][C:16]=1[OH:17])[C:4]1[CH:5]=[CH:6][CH:7]=[CH:8][CH:9]=1. (4) Given the reactants C[O:2][C:3]1[C:4]([CH3:12])=[C:5]2[C:9](=[CH:10][CH:11]=1)[NH:8][CH:7]=[CH:6]2.[Cl-].[Cl-].[Cl-].[Al+3].C(S)C.C([O-])(O)=O.[Na+], predict the reaction product. The product is: [CH3:12][C:4]1[C:3]([OH:2])=[CH:11][CH:10]=[C:9]2[C:5]=1[CH:6]=[CH:7][NH:8]2. (5) Given the reactants [Br:1]N1C(=O)CCC1=O.[C:9]([NH:22][S:23]([C:26]1[CH:31]=[CH:30][C:29]([CH3:32])=[CH:28][CH:27]=1)(=[O:25])=[O:24])(=[O:21])[CH2:10][CH2:11][CH2:12][CH2:13][CH2:14][CH2:15][CH2:16][CH2:17][CH2:18][CH2:19][CH3:20].C(OCC)(=O)C.CCCCCCC, predict the reaction product. The product is: [Br:1][CH2:32][C:29]1[CH:30]=[CH:31][C:26]([S:23]([NH:22][C:9](=[O:21])[CH2:10][CH2:11][CH2:12][CH2:13][CH2:14][CH2:15][CH2:16][CH2:17][CH2:18][CH2:19][CH3:20])(=[O:25])=[O:24])=[CH:27][CH:28]=1. (6) Given the reactants [N:1]1([C:7]([O:9][C:10]([CH3:13])([CH3:12])[CH3:11])=[O:8])[CH2:6][CH2:5][NH:4][CH2:3][CH2:2]1.[CH2:14]([N:16](CC)CC)C.N#CBr, predict the reaction product. The product is: [C:14]([N:4]1[CH2:5][CH2:6][N:1]([C:7]([O:9][C:10]([CH3:13])([CH3:12])[CH3:11])=[O:8])[CH2:2][CH2:3]1)#[N:16]. (7) Given the reactants Cl[C:2]1[C:3]2[N:4]([CH:10]=[CH:11][CH:12]=2)[N:5]=[CH:6][C:7]=1[C:8]#[N:9].CN1C=CN=C1[CH:19]([C:21]1[CH:22]=[C:23]([CH3:27])[CH:24]=[CH:25][CH:26]=1)[NH2:20].[CH3:28][CH2:29][N:30]([CH:34](C)C)[CH:31](C)C.C[N:38](C=O)C, predict the reaction product. The product is: [CH3:31][N:30]1[CH:29]=[CH:28][N:38]=[C:34]1[N:20]([CH2:19][C:21]1[CH:22]=[C:23]([CH3:27])[CH:24]=[CH:25][CH:26]=1)[C:2]1[C:3]2[N:4]([CH:10]=[CH:11][CH:12]=2)[N:5]=[CH:6][C:7]=1[C:8]#[N:9]. (8) Given the reactants [CH:1]([N:4]1[C:8]([C:9]2[CH:10]=[C:11]([NH2:17])[CH:12]=[CH:13][C:14]=2[O:15][CH3:16])=[CH:7][CH:6]=[N:5]1)([CH3:3])[CH3:2].[Cl:18][C:19]1[CH:20]=[C:21]([N:26]=[C:27]=[O:28])[CH:22]=[CH:23][C:24]=1[F:25], predict the reaction product. The product is: [Cl:18][C:19]1[CH:20]=[C:21]([NH:26][C:27]([NH:17][C:11]2[CH:12]=[CH:13][C:14]([O:15][CH3:16])=[C:9]([C:8]3[N:4]([CH:1]([CH3:3])[CH3:2])[N:5]=[CH:6][CH:7]=3)[CH:10]=2)=[O:28])[CH:22]=[CH:23][C:24]=1[F:25]. (9) Given the reactants O.ON1C2C=CC=CC=2N=N1.C([NH:19][C@H:20]([C:24]([OH:26])=O)[C@@H:21]([CH3:23])[OH:22])(OC(C)(C)C)=O.CN1CCOCC1.[CH2:34]([NH2:42])[CH2:35][CH2:36][CH2:37][CH2:38][CH2:39][CH2:40][CH3:41], predict the reaction product. The product is: [NH2:19][C@@H:20]([C@H:21]([OH:22])[CH3:23])[C:24]([NH:42][CH2:34][CH2:35][CH2:36][CH2:37][CH2:38][CH2:39][CH2:40][CH3:41])=[O:26].